Dataset: Full USPTO retrosynthesis dataset with 1.9M reactions from patents (1976-2016). Task: Predict the reactants needed to synthesize the given product. Given the product [OH:3][C:4]1[C:11]([O:12][CH3:13])=[CH:10][C:7](/[CH:8]=[CH:29]/[C:30]([O:31][CH2:32][CH3:28])=[O:17])=[CH:6][C:5]=1[O:14][CH3:15], predict the reactants needed to synthesize it. The reactants are: [H-].[Na+].[OH:3][C:4]1[C:11]([O:12][CH3:13])=[CH:10][C:7]([CH:8]=O)=[CH:6][C:5]=1[O:14][CH3:15].S(NN)(C1C=CC(C)=CC=1)(=O)=[O:17].[CH2:28]1[CH2:32][O:31][CH2:30][CH2:29]1.